This data is from hERG potassium channel inhibition data for cardiac toxicity prediction from Karim et al.. The task is: Regression/Classification. Given a drug SMILES string, predict its toxicity properties. Task type varies by dataset: regression for continuous values (e.g., LD50, hERG inhibition percentage) or binary classification for toxic/non-toxic outcomes (e.g., AMES mutagenicity, cardiotoxicity, hepatotoxicity). Dataset: herg_karim. (1) The compound is CC(C)[N+](CCC(C(N)=O)(c1ccccc1)c1ccccn1)C(C)C. The result is 0 (non-blocker). (2) The drug is CCOC(=O)C1CCN(C(=O)c2ccc(C[C@@H]3CC[C@H]([C@H](O)c4ccccc4)N3)cc2)CC1. The result is 1 (blocker). (3) The drug is CC(=O)N1CCN2CCCc3c(C)c4c(n3-c3ccc(C(N)=O)c(c3)NCC2C1)CC(C)(C)CC4=O. The result is 0 (non-blocker). (4) The compound is Cc1cc(C)n(-c2cc(NC(=O)CN3CCC(CN(C)C)CC3)nc(-c3ccc(C)o3)n2)n1. The result is 1 (blocker). (5) The drug is Cc1cc(C)nc(Nc2cc(NC[C@@H](N)CCS(C)(=O)=O)cnc2C(N)=O)c1. The result is 0 (non-blocker). (6) The drug is CNc1ccc(/C=C/c2c(F)cccc2Cl)cc1. The result is 0 (non-blocker).